From a dataset of Forward reaction prediction with 1.9M reactions from USPTO patents (1976-2016). Predict the product of the given reaction. (1) Given the reactants [Br:1][C:2]1[CH:10]=[C:9]2[C:5]([C:6]([CH2:11][O:12][CH3:13])=[CH:7][NH:8]2)=[CH:4][CH:3]=1.[H-].[Na+].[CH3:16][O:17][C:18]1[CH:23]=[CH:22][C:21]([S:24](Cl)(=[O:26])=[O:25])=[CH:20][C:19]=1[N:28]1[CH2:33][CH2:32][N:31]([C:34](=[O:39])[C:35]([F:38])([F:37])[F:36])[CH2:30][CH2:29]1, predict the reaction product. The product is: [Br:1][C:2]1[CH:10]=[C:9]2[C:5]([C:6]([CH2:11][O:12][CH3:13])=[CH:7][N:8]2[S:24]([C:21]2[CH:22]=[CH:23][C:18]([O:17][CH3:16])=[C:19]([N:28]3[CH2:29][CH2:30][N:31]([C:34](=[O:39])[C:35]([F:38])([F:36])[F:37])[CH2:32][CH2:33]3)[CH:20]=2)(=[O:25])=[O:26])=[CH:4][CH:3]=1. (2) Given the reactants [H-].[Na+].[CH2:3]([O:7][C:8]1[N:13]=[CH:12][N:11]=[C:10]([CH:14]([OH:21])[C:15]2[CH:20]=[CH:19][CH:18]=[CH:17][CH:16]=2)[CH:9]=1)[C:4]#[C:5][CH3:6].[CH2:22](I)[CH3:23].[Cl-].[NH4+], predict the reaction product. The product is: [CH2:3]([O:7][C:8]1[N:13]=[CH:12][N:11]=[C:10]([CH:14]([O:21][CH2:22][CH3:23])[C:15]2[CH:16]=[CH:17][CH:18]=[CH:19][CH:20]=2)[CH:9]=1)[C:4]#[C:5][CH3:6]. (3) Given the reactants [N:1]12[CH2:8][CH2:7][C:4]([C:9]([C:17]3[CH:22]=[CH:21][CH:20]=[CH:19][CH:18]=3)([C:11]3[CH:16]=[CH:15][CH:14]=[CH:13][CH:12]=3)[OH:10])([CH2:5][CH2:6]1)[CH2:3][CH2:2]2.[F:23][C:24]1[CH:25]=[C:26]([O:30][CH2:31][CH2:32][CH2:33][Br:34])[CH:27]=[CH:28][CH:29]=1, predict the reaction product. The product is: [Br-:34].[F:23][C:24]1[CH:25]=[C:26]([O:30][CH2:31][CH2:32][CH2:33][N+:1]23[CH2:6][CH2:5][C:4]([C:9]([OH:10])([C:17]4[CH:22]=[CH:21][CH:20]=[CH:19][CH:18]=4)[C:11]4[CH:12]=[CH:13][CH:14]=[CH:15][CH:16]=4)([CH2:3][CH2:2]2)[CH2:7][CH2:8]3)[CH:27]=[CH:28][CH:29]=1. (4) Given the reactants [NH2:1][C:2]1[N:3]=[C:4]([N:10]2[CH2:15][CH2:14][O:13][CH2:12][CH2:11]2)[S:5][C:6]=1[C:7]([NH2:9])=[O:8].CO[C:18](OC)([CH3:20])[CH3:19].O.C1(C)C=CC(S(O)(=O)=O)=CC=1, predict the reaction product. The product is: [CH3:19][C:18]1([CH3:20])[NH:1][C:2]2[N:3]=[C:4]([N:10]3[CH2:15][CH2:14][O:13][CH2:12][CH2:11]3)[S:5][C:6]=2[C:7](=[O:8])[NH:9]1. (5) Given the reactants C([Si](C)(C)OC(CC1C=CC=CC=1)CCC1NC(=O)CC1)(C)(C)C.[CH2:25]([O:27][C:28](=[O:62])[C:29]1[CH:34]=[CH:33][C:32]([O:35][CH2:36][CH2:37][N:38]2[C:42](=[O:43])[CH2:41][CH2:40][CH:39]2[CH2:44][CH2:45][CH:46]([O:54][Si](C(C)(C)C)(C)C)[CH2:47][C:48]2[CH:53]=[CH:52][CH:51]=[CH:50][CH:49]=2)=[CH:31][CH:30]=1)[CH3:26], predict the reaction product. The product is: [CH2:25]([O:27][C:28](=[O:62])[C:29]1[CH:30]=[CH:31][C:32]([O:35][CH2:36][CH2:37][N:38]2[C:42](=[O:43])[CH2:41][CH2:40][CH:39]2[CH2:44][CH2:45][CH:46]([OH:54])[CH2:47][C:48]2[CH:53]=[CH:52][CH:51]=[CH:50][CH:49]=2)=[CH:33][CH:34]=1)[CH3:26]. (6) Given the reactants [Cl:1][C:2]1[C:7]([S:8]([CH3:11])(=[O:10])=[O:9])=[CH:6][C:5]([C:12]2[NH:13][C:14]([C:26]3[CH:31]=[CH:30][C:29]([Cl:32])=[CH:28][CH:27]=3)([CH3:25])[C:15]([C:18]3[CH:23]=[CH:22][C:21]([Cl:24])=[CH:20][CH:19]=3)([CH3:17])[N:16]=2)=[C:4]([O:33][CH2:34][CH3:35])[CH:3]=1.[C:36](Cl)([Cl:38])=[O:37], predict the reaction product. The product is: [Cl:1][C:2]1[C:7]([S:8]([CH3:11])(=[O:10])=[O:9])=[CH:6][C:5]([C:12]2[N:16]([C:36]([Cl:38])=[O:37])[C:15]([C:18]3[CH:19]=[CH:20][C:21]([Cl:24])=[CH:22][CH:23]=3)([CH3:17])[C:14]([C:26]3[CH:27]=[CH:28][C:29]([Cl:32])=[CH:30][CH:31]=3)([CH3:25])[N:13]=2)=[C:4]([O:33][CH2:34][CH3:35])[CH:3]=1. (7) Given the reactants CC1(C)C(C)(C)OB([C:9]2[CH:17]=[CH:16][CH:15]=[C:14]3[C:10]=2[CH2:11][CH2:12][C@@H:13]3[NH:18][C:19](=[O:25])[O:20][C:21]([CH3:24])([CH3:23])[CH3:22])O1.[Br:27][C:28]1[N:32]=[C:31](Cl)[S:30][N:29]=1.N#N, predict the reaction product. The product is: [Br:27][C:28]1[N:32]=[C:31]([C:9]2[CH:17]=[CH:16][CH:15]=[C:14]3[C:10]=2[CH2:11][CH2:12][C@@H:13]3[NH:18][C:19](=[O:25])[O:20][C:21]([CH3:22])([CH3:23])[CH3:24])[S:30][N:29]=1. (8) Given the reactants [C:1]([Si:5]([CH3:19])([CH3:18])[O:6][C:7]1[CH:8]=[C:9]2[C:13](=[CH:14][CH:15]=1)[N:12]([CH3:16])[N:11]=[C:10]2I)([CH3:4])([CH3:3])[CH3:2].C([Mg]Cl)(C)C.[CH2:25]([Sn:29]([CH2:35][CH2:36][CH2:37][CH3:38])([CH2:31][CH2:32][CH2:33][CH3:34])Cl)[CH2:26][CH2:27][CH3:28], predict the reaction product. The product is: [C:1]([Si:5]([CH3:19])([CH3:18])[O:6][C:7]1[CH:8]=[C:9]2[C:13](=[CH:14][CH:15]=1)[N:12]([CH3:16])[N:11]=[C:10]2[Sn:29]([CH2:31][CH2:32][CH2:33][CH3:34])([CH2:35][CH2:36][CH2:37][CH3:38])[CH2:25][CH2:26][CH2:27][CH3:28])([CH3:4])([CH3:3])[CH3:2]. (9) Given the reactants C[O:2][C:3]([C:5]1[C:6]([C:23](OC)=[O:24])=[C:7]([C:17]2[CH:22]=[CH:21][CH:20]=[CH:19][CH:18]=2)[N:8]2[C:16]3[CH:15]=[CH:14][CH:13]=[CH:12][C:11]=3[CH2:10][C:9]=12)=O.[H-].[H-].[H-].[H-].[Li+].[Al+3].[H-].[OH-].[Na+], predict the reaction product. The product is: [OH:24][CH2:23][C:6]1[C:5]([CH2:3][OH:2])=[C:9]2[CH2:10][C:11]3[CH:12]=[CH:13][CH:14]=[CH:15][C:16]=3[N:8]2[C:7]=1[C:17]1[CH:22]=[CH:21][CH:20]=[CH:19][CH:18]=1.